Task: Predict which catalyst facilitates the given reaction.. Dataset: Catalyst prediction with 721,799 reactions and 888 catalyst types from USPTO (1) Reactant: [Cl:1][C:2]1[N:7]=[C:6](F)[C:5]([C:9]([OH:11])=[O:10])=[CH:4][CH:3]=1.[CH3:12][C:13]1([CH3:19])[CH2:17][C@H:16]([CH3:18])[CH2:15][NH:14]1.C(=O)([O-])[O-].[K+].[K+]. Product: [Cl:1][C:2]1[N:7]=[C:6]([N:14]2[CH2:15][C@@H:16]([CH3:18])[CH2:17][C:13]2([CH3:19])[CH3:12])[C:5]([C:9]([OH:11])=[O:10])=[CH:4][CH:3]=1. The catalyst class is: 16. (2) Reactant: CS([O:5][C:6]1[CH:7]=[C:8]([O:20][C:21]2[CH:26]=[CH:25][C:24]([S:27]([CH3:30])(=[O:29])=[O:28])=[CH:23][CH:22]=2)[CH:9]=[C:10]2[C:14]=1[NH:13][C:12]([C:15]([O:17]CC)=[O:16])=[CH:11]2)(=O)=O.O1CCCC1.CO.[OH-].[K+]. Product: [OH:5][C:6]1[CH:7]=[C:8]([O:20][C:21]2[CH:22]=[CH:23][C:24]([S:27]([CH3:30])(=[O:29])=[O:28])=[CH:25][CH:26]=2)[CH:9]=[C:10]2[C:14]=1[NH:13][C:12]([C:15]([OH:17])=[O:16])=[CH:11]2. The catalyst class is: 6. (3) Reactant: [CH3:1][C:2]1([CH3:19])[C:10]2[C:5](=[CH:6][C:7]([N+:15]([O-:17])=[O:16])=[C:8]([NH:11]C(=O)C)[CH:9]=2)[NH:4][C:3]1=[O:18].Br[CH2:21][C:22]1[CH:27]=[CH:26][C:25]([F:28])=[CH:24][CH:23]=1.C([O-])([O-])=O.[K+].[K+]. Product: [NH2:11][C:8]1[CH:9]=[C:10]2[C:5](=[CH:6][C:7]=1[N+:15]([O-:17])=[O:16])[N:4]([CH2:21][C:22]1[CH:27]=[CH:26][C:25]([F:28])=[CH:24][CH:23]=1)[C:3](=[O:18])[C:2]2([CH3:1])[CH3:19]. The catalyst class is: 33. (4) Reactant: [CH2:1]([O:3][C:4]([N:6]1[CH2:11][CH:10]=[C:9]([C:12]2[C:20]3[C:15](=[N:16][CH:17]=[CH:18][CH:19]=3)[N:14]([CH2:21][CH2:22][O:23][CH2:24][CH3:25])[CH:13]=2)[CH2:8][CH2:7]1)=[O:5])[CH3:2]. Product: [CH2:1]([O:3][C:4]([N:6]1[CH2:7][CH2:8][CH:9]([C:12]2[C:20]3[C:15](=[N:16][CH:17]=[CH:18][CH:19]=3)[N:14]([CH2:21][CH2:22][O:23][CH2:24][CH3:25])[CH:13]=2)[CH2:10][CH2:11]1)=[O:5])[CH3:2]. The catalyst class is: 5.